From a dataset of Full USPTO retrosynthesis dataset with 1.9M reactions from patents (1976-2016). Predict the reactants needed to synthesize the given product. (1) Given the product [CH3:13][N:5]1[C:4](=[O:14])[C:3]2[C:17]([C:18]([O:20][CH3:21])=[O:19])=[C:16]([CH3:23])[S:1][C:2]=2[N:7]([CH2:8][CH:9]([CH3:11])[CH3:10])[C:6]1=[O:12], predict the reactants needed to synthesize it. The reactants are: [SH:1][C:2]1[N:7]([CH2:8][CH:9]([CH3:11])[CH3:10])[C:6](=[O:12])[N:5]([CH3:13])[C:4](=[O:14])[CH:3]=1.Br[CH:16]([CH3:23])[C:17](=O)[C:18]([O:20][CH3:21])=[O:19]. (2) Given the product [Br:1][C:2]1[CH:7]=[C:6]([N+:8]([O-:10])=[O:9])[CH:5]=[CH:4][C:3]=1[CH:11]([OH:14])[CH2:12][Cl:13], predict the reactants needed to synthesize it. The reactants are: [Br:1][C:2]1[CH:7]=[C:6]([N+:8]([O-:10])=[O:9])[CH:5]=[CH:4][C:3]=1[C:11](=[O:14])[CH2:12][Cl:13].[BH4-].[Na+].O. (3) Given the product [CH3:8][O:7][C:1]1[CH:6]=[CH:5][C:4]([C:15]2([C:9]3[CH:10]=[CH:11][CH:12]=[CH:13][CH:14]=3)[CH2:16][CH2:17][CH2:18][CH2:19][CH2:20]2)=[CH:3][CH:2]=1, predict the reactants needed to synthesize it. The reactants are: [C:1]1([O:7][CH3:8])[CH:6]=[CH:5][CH:4]=[CH:3][CH:2]=1.[C:9]1([C:15]2[CH2:20][CH2:19][CH2:18][CH2:17][CH:16]=2)[CH:14]=[CH:13][CH:12]=[CH:11][CH:10]=1.CCCCCCC.C(OCC)(=O)C.